This data is from Reaction yield outcomes from USPTO patents with 853,638 reactions. The task is: Predict the reaction yield, written as a fraction of the theoretical maximum amount of product (1.0 means a 100% yield; for example, 0.34 means a 34% yield). (1) The reactants are [CH2:1]([O:8][C:9]1[CH:10]=[C:11]([OH:15])[CH:12]=[CH:13][CH:14]=1)[C:2]1[CH:7]=[CH:6][CH:5]=[CH:4][CH:3]=1.N1C2C(=CC=CC=2O)C=CC=1.P([O-])([O-])([O-])=O.[K+].[K+].[K+].[NH2:35][C:36]1[C:47](Br)=[CH:46][C:39]2[N:40]([CH3:45])[C:41](=[O:44])[N:42]([CH3:43])[C:38]=2[CH:37]=1. The catalyst is COCCOCCOC.[Cu]Cl. The product is [NH2:35][C:36]1[C:47]([O:15][C:11]2[CH:12]=[CH:13][CH:14]=[C:9]([O:8][CH2:1][C:2]3[CH:3]=[CH:4][CH:5]=[CH:6][CH:7]=3)[CH:10]=2)=[CH:46][C:39]2[N:40]([CH3:45])[C:41](=[O:44])[N:42]([CH3:43])[C:38]=2[CH:37]=1. The yield is 0.730. (2) The reactants are [NH2:1][C:2]1[CH:7]=[CH:6][C:5]([C:8](=[O:26])[CH2:9][N:10]2[C:14](=[O:15])[C:13]([C:19]3[CH:24]=[CH:23][CH:22]=[CH:21][CH:20]=3)([CH2:16][CH2:17][CH3:18])[NH:12][C:11]2=[O:25])=[C:4]([F:27])[CH:3]=1.[N:28]([C:31]1[C:32]([CH3:37])=[N:33][O:34][C:35]=1[CH3:36])=[C:29]=[O:30]. The catalyst is ClCCl. The product is [CH3:37][C:32]1[C:31]([NH:28][C:29]([NH:1][C:2]2[CH:7]=[CH:6][C:5]([C:8](=[O:26])[CH2:9][N:10]3[C:14](=[O:15])[C:13]([C:19]4[CH:20]=[CH:21][CH:22]=[CH:23][CH:24]=4)([CH2:16][CH2:17][CH3:18])[NH:12][C:11]3=[O:25])=[C:4]([F:27])[CH:3]=2)=[O:30])=[C:35]([CH3:36])[O:34][N:33]=1. The yield is 0.460. (3) The reactants are [CH:1]([S:3]([CH:6]=[CH2:7])(=[O:5])=[O:4])=[CH2:2].[CH2:8](N(CC)CC)C.[NH2:15][CH2:16][CH2:17][CH2:18][NH:19][C@:20]12[CH2:55][CH2:54][C@@H:53]([C:56]([CH3:58])=[CH2:57])[C@@H:21]1[C@@H:22]1[C@@:35]([CH3:38])([CH2:36][CH2:37]2)[C@@:34]2([CH3:39])[C@@H:25]([C@:26]3([CH3:52])[C@@H:31]([CH2:32][CH2:33]2)[C:30]([CH3:41])([CH3:40])[C:29]([C:42]2[CH:51]=[CH:50][C:45]([C:46]([O:48]C)=[O:47])=[CH:44][CH:43]=2)=[CH:28][CH2:27]3)[CH2:24][CH2:23]1. The catalyst is CCO. The product is [CH3:8][C:50]1[CH:51]=[C:42]([C:29]2[C:30]([CH3:40])([CH3:41])[C@H:31]3[C@:26]([CH3:52])([CH2:27][CH:28]=2)[C@@H:25]2[C@:34]([CH3:39])([C@@:35]4([CH3:38])[C@H:22]([CH2:23][CH2:24]2)[C@H:21]2[C@H:53]([C:56]([CH3:58])=[CH2:57])[CH2:54][CH2:55][C@:20]2([NH:19][CH2:18][CH2:17][CH2:16][N:15]2[CH2:7][CH2:6][S:3](=[O:5])(=[O:4])[CH2:1][CH2:2]2)[CH2:37][CH2:36]4)[CH2:33][CH2:32]3)[CH:43]=[CH:44][C:45]=1[C:46]([OH:48])=[O:47]. The yield is 0.760. (4) The reactants are C(#N)C.FC(F)(F)C(O)=O.[Br:11][C:12]1[C:13]([OH:18])=[N:14][CH:15]=[CH:16][CH:17]=1.[I:19]N1C(=O)CCC1=O. The catalyst is O. The product is [Br:11][C:12]1[C:13]([OH:18])=[N:14][CH:15]=[C:16]([I:19])[CH:17]=1. The yield is 0.960.